This data is from Peptide-MHC class II binding affinity with 134,281 pairs from IEDB. The task is: Regression. Given a peptide amino acid sequence and an MHC pseudo amino acid sequence, predict their binding affinity value. This is MHC class II binding data. (1) The peptide sequence is AFINDGDNLFPKV. The MHC is HLA-DQA10501-DQB10201 with pseudo-sequence HLA-DQA10501-DQB10201. The binding affinity (normalized) is 0.365. (2) The peptide sequence is GKLIHEWCCRSCTLP. The MHC is DRB1_0404 with pseudo-sequence DRB1_0404. The binding affinity (normalized) is 0.225. (3) The peptide sequence is GKNERELATLHHLNP. The MHC is DRB1_1101 with pseudo-sequence DRB1_1101. The binding affinity (normalized) is 0.304. (4) The peptide sequence is QEMIKYMTLVSAAER. The MHC is DRB1_0802 with pseudo-sequence DRB1_0802. The binding affinity (normalized) is 0.794. (5) The peptide sequence is DEYVEQVAQYKALPV. The MHC is HLA-DQA10501-DQB10201 with pseudo-sequence HLA-DQA10501-DQB10201. The binding affinity (normalized) is 0.423. (6) The peptide sequence is LDLIMLNFVVDEMVK. The MHC is DRB1_0101 with pseudo-sequence DRB1_0101. The binding affinity (normalized) is 0.643. (7) The peptide sequence is NQAFRNIVNMLHGVR. The MHC is DRB1_0401 with pseudo-sequence DRB1_0401. The binding affinity (normalized) is 0.604. (8) The peptide sequence is GELQIVDYIDAAFKI. The MHC is DRB1_0802 with pseudo-sequence DRB1_0802. The binding affinity (normalized) is 0.526.